Task: Regression. Given a peptide amino acid sequence and an MHC pseudo amino acid sequence, predict their binding affinity value. This is MHC class II binding data.. Dataset: Peptide-MHC class II binding affinity with 134,281 pairs from IEDB (1) The peptide sequence is FFIQSFTMSTALKRL. The MHC is HLA-DQA10102-DQB10602 with pseudo-sequence HLA-DQA10102-DQB10602. The binding affinity (normalized) is 0.478. (2) The peptide sequence is GELQIVDKIDAKFKI. The MHC is DRB3_0101 with pseudo-sequence DRB3_0101. The binding affinity (normalized) is 0.587. (3) The peptide sequence is CSGEPVVVHITDDNE. The MHC is DRB1_0401 with pseudo-sequence DRB1_0401. The binding affinity (normalized) is 0.170.